This data is from Reaction yield outcomes from USPTO patents with 853,638 reactions. The task is: Predict the reaction yield, written as a fraction of the theoretical maximum amount of product (1.0 means a 100% yield; for example, 0.34 means a 34% yield). (1) The reactants are [C:1]1([C:7](=O)[CH2:8][C:9]2[CH:14]=[CH:13][CH:12]=[CH:11][CH:10]=2)[CH:6]=[CH:5][CH:4]=[CH:3][CH:2]=1.[CH2:16]([O:18][C:19]1[CH:20]=[C:21]([CH:24]=[C:25]([N+:28]([O-:30])=[O:29])[C:26]=1[OH:27])[CH:22]=O)[CH3:17].[CH3:31][NH:32][C:33]([NH2:35])=[O:34].Cl. The catalyst is CCO.CO.CCOC(C)=O. The product is [CH2:16]([O:18][C:19]1[CH:20]=[C:21]([CH:22]2[C:8]([C:9]3[CH:14]=[CH:13][CH:12]=[CH:11][CH:10]=3)=[C:7]([C:1]3[CH:6]=[CH:5][CH:4]=[CH:3][CH:2]=3)[N:32]([CH3:31])[C:33](=[O:34])[NH:35]2)[CH:24]=[C:25]([N+:28]([O-:30])=[O:29])[C:26]=1[OH:27])[CH3:17]. The yield is 0.152. (2) The reactants are [F:1][C:2]1[CH:7]=[CH:6][C:5]([N:8]([CH2:12][C:13]([CH3:15])=[CH2:14])[C:9](=[O:11])[CH3:10])=[CH:4][CH:3]=1.[Cl-].[Cl-].[Cl-].[Al+3].O. The catalyst is C(OCC)(=O)C. The product is [F:1][C:2]1[CH:3]=[C:4]2[C:5](=[CH:6][CH:7]=1)[N:8]([C:9](=[O:11])[CH3:10])[CH2:12][C:13]2([CH3:15])[CH3:14]. The yield is 1.00. (3) The reactants are [Cl:1][C:2]1[C:7]([O:8]C)=[C:6]([O:10][CH3:11])[C:5]([O:12][CH3:13])=[C:4]([O:14]C)[C:3]=1/[CH:16]=[C:17](\[CH3:21])/[C:18]([OH:20])=[O:19]. The catalyst is C(#N)C.O. The product is [Cl:1][C:2]1[C:7](=[O:8])[C:6]([O:10][CH3:11])=[C:5]([O:12][CH3:13])[C:4](=[O:14])[C:3]=1/[CH:16]=[C:17](\[CH3:21])/[C:18]([OH:20])=[O:19]. The yield is 0.220. (4) The reactants are [NH2:1][C@H:2]([C:4]([NH:6][CH:7]1[N:13]=[C:12]([C:14]2[CH:19]=[CH:18][CH:17]=[CH:16][CH:15]=2)[C:11]2[CH:20]=[CH:21][CH:22]=[CH:23][C:10]=2[N:9]([CH3:24])[C:8]1=[O:25])=[O:5])[CH3:3].[Cl:26][CH2:27][C:28](Cl)=[O:29]. The catalyst is C(Cl)Cl. The product is [Cl:26][CH2:27][C:28]([NH:1][C@H:2]([C:4]([NH:6][CH:7]1[N:13]=[C:12]([C:14]2[CH:19]=[CH:18][CH:17]=[CH:16][CH:15]=2)[C:11]2[CH:20]=[CH:21][CH:22]=[CH:23][C:10]=2[N:9]([CH3:24])[C:8]1=[O:25])=[O:5])[CH3:3])=[O:29]. The yield is 0.980. (5) The reactants are [F:1][C:2]1[C:3]([C:9]2[N:13]([CH:14]3[CH2:19][CH2:18][O:17][CH2:16][CH2:15]3)[C:12]([CH3:20])=[N:11][CH:10]=2)=[N:4][C:5]([NH2:8])=[N:6][CH:7]=1.Br[C:22]1[CH:23]=[N:24][C:25]([O:28][CH3:29])=[N:26][CH:27]=1. No catalyst specified. The product is [F:1][C:2]1[C:3]([C:9]2[N:13]([CH:14]3[CH2:19][CH2:18][O:17][CH2:16][CH2:15]3)[C:12]([CH3:20])=[N:11][CH:10]=2)=[N:4][C:5]([NH:8][C:22]2[CH:23]=[N:24][C:25]([O:28][CH3:29])=[N:26][CH:27]=2)=[N:6][CH:7]=1. The yield is 0.120. (6) The yield is 0.610. The product is [F:33][C:27]1[CH:28]=[CH:29][CH:30]=[C:31]([F:32])[C:26]=1[NH:25][C:23](=[O:24])[C:22]1[CH:34]=[C:18]([C:9]2[N:10]=[C:11]3[CH:16]=[C:15]([F:17])[CH:14]=[CH:13][N:12]3[C:8]=2[C:6]2[CH:5]=[CH:4][N:3]=[C:2]([NH:41][C:40]3[CH:42]=[CH:43][C:44]([N:46]4[CH2:51][CH2:50][CH:49]([N:52]5[CH2:57][CH2:56][N:55]([S:58]([CH3:61])(=[O:60])=[O:59])[CH2:54][CH2:53]5)[CH2:48][CH2:47]4)=[CH:45][C:39]=3[O:38][CH3:37])[N:7]=2)[CH:19]=[CH:20][C:21]=1[O:35][CH3:36]. The catalyst is FC(F)(F)CO.CO.C(Cl)Cl.CCCCCC. The reactants are Cl[C:2]1[N:7]=[C:6]([C:8]2[N:12]3[CH:13]=[CH:14][C:15]([F:17])=[CH:16][C:11]3=[N:10][C:9]=2[C:18]2[CH:19]=[CH:20][C:21]([O:35][CH3:36])=[C:22]([CH:34]=2)[C:23]([NH:25][C:26]2[C:31]([F:32])=[CH:30][CH:29]=[CH:28][C:27]=2[F:33])=[O:24])[CH:5]=[CH:4][N:3]=1.[CH3:37][O:38][C:39]1[CH:45]=[C:44]([N:46]2[CH2:51][CH2:50][CH:49]([N:52]3[CH2:57][CH2:56][N:55]([S:58]([CH3:61])(=[O:60])=[O:59])[CH2:54][CH2:53]3)[CH2:48][CH2:47]2)[CH:43]=[CH:42][C:40]=1[NH2:41].Cl.O1CCOCC1.C[O-].[Na+].